From a dataset of Catalyst prediction with 721,799 reactions and 888 catalyst types from USPTO. Predict which catalyst facilitates the given reaction. (1) Reactant: [Br:1][C:2]1[C:3]([CH3:9])=[C:4]([CH:6]=[CH:7][CH:8]=1)[NH2:5].[C:10]([C:14]1[CH:22]=[CH:21][C:17]([C:18](Cl)=[O:19])=[CH:16][CH:15]=1)([CH3:13])([CH3:12])[CH3:11]. Product: [Br:1][C:2]1[C:3]([CH3:9])=[C:4]([NH:5][C:18](=[O:19])[C:17]2[CH:21]=[CH:22][C:14]([C:10]([CH3:12])([CH3:11])[CH3:13])=[CH:15][CH:16]=2)[CH:6]=[CH:7][CH:8]=1. The catalyst class is: 2. (2) Reactant: [N+:1]([C:4]1[CH:16]=[CH:15][C:7]([CH2:8][N:9]2[CH2:14][CH2:13][O:12][CH2:11][CH2:10]2)=[CH:6][CH:5]=1)([O-])=O.C(O)C.Cl. Product: [N:9]1([CH2:8][C:7]2[CH:15]=[CH:16][C:4]([NH2:1])=[CH:5][CH:6]=2)[CH2:14][CH2:13][O:12][CH2:11][CH2:10]1. The catalyst class is: 770. (3) Reactant: C[O:2][C:3](=[O:45])[CH2:4][C@H:5]([OH:44])[CH2:6][C@H:7]([OH:43])[CH:8]=[CH:9][C:10]1[N:11]([CH:40]([CH3:42])[CH3:41])[C:12]([C:28](=[O:39])[NH:29][CH2:30][C:31]2[CH:36]=[CH:35][C:34]([C:37]#[N:38])=[CH:33][CH:32]=2)=[C:13]([C:22]2[CH:27]=[CH:26][CH:25]=[CH:24][CH:23]=2)[C:14]=1[C:15]1[CH:20]=[CH:19][C:18]([F:21])=[CH:17][CH:16]=1.C(O)C.O.[OH-].[Na+:51]. Product: [Na+:51].[C:37]([C:34]1[CH:35]=[CH:36][C:31]([CH2:30][NH:29][C:28]([C:12]2[N:11]([CH:40]([CH3:42])[CH3:41])[C:10]([CH:9]=[CH:8][C@@H:7]([OH:43])[CH2:6][C@@H:5]([OH:44])[CH2:4][C:3]([O-:45])=[O:2])=[C:14]([C:15]3[CH:20]=[CH:19][C:18]([F:21])=[CH:17][CH:16]=3)[C:13]=2[C:22]2[CH:27]=[CH:26][CH:25]=[CH:24][CH:23]=2)=[O:39])=[CH:32][CH:33]=1)#[N:38]. The catalyst class is: 100. (4) Reactant: [OH:1][C:2]1[CH:9]=[C:8]([N+:10]([O-:12])=[O:11])[CH:7]=[CH:6][C:3]=1[CH:4]=O.C(=O)([O-])[O-].[K+].[K+].Cl[CH2:20][C:21]([O:23]C)=[O:22].[OH-].[K+].Cl. Product: [N+:10]([C:8]1[CH:7]=[CH:6][C:3]2[CH:4]=[C:20]([C:21]([OH:23])=[O:22])[O:1][C:2]=2[CH:9]=1)([O-:12])=[O:11]. The catalyst class is: 90. (5) Reactant: [NH2:1][N:2]1[C:7](=[O:8])[C:6]([C:9]2[NH:14][C:13]3[CH:15]=[CH:16][CH:17]=[CH:18][C:12]=3[S:11](=[O:20])(=[O:19])[N:10]=2)=[C:5]([OH:21])[C:4]2[S:22][CH:23]=[CH:24][C:3]1=2.[CH:25](=O)[CH2:26][CH3:27]. Product: [O:19]=[S:11]1(=[O:20])[C:12]2[CH:18]=[CH:17][CH:16]=[CH:15][C:13]=2[NH:14][C:9]([C:6]2[C:7](=[O:8])[N:2]([N:1]=[CH:25][CH2:26][CH3:27])[C:3]3[CH:24]=[CH:23][S:22][C:4]=3[C:5]=2[OH:21])=[N:10]1. The catalyst class is: 80. (6) Reactant: [N:1]12[CH2:7][C:4]([C:8]([C:16]3[CH:21]=[CH:20][CH:19]=[CH:18][CH:17]=3)([C:10]3[CH:15]=[CH:14][CH:13]=[CH:12][CH:11]=3)[OH:9])([CH2:5][CH2:6]1)[CH2:3][CH2:2]2.[Br:22][CH2:23][CH2:24][CH2:25][O:26][C:27]1[CH:36]=[CH:35][C:34]2[C:29](=[CH:30][CH:31]=[CH:32][CH:33]=2)[CH:28]=1. Product: [Br-:22].[OH:9][C:8]([C:16]1[CH:21]=[CH:20][CH:19]=[CH:18][CH:17]=1)([C:10]1[CH:15]=[CH:14][CH:13]=[CH:12][CH:11]=1)[C:4]12[CH2:7][N+:1]([CH2:23][CH2:24][CH2:25][O:26][C:27]3[CH:36]=[CH:35][C:34]4[C:29](=[CH:30][CH:31]=[CH:32][CH:33]=4)[CH:28]=3)([CH2:6][CH2:5]1)[CH2:2][CH2:3]2. The catalyst class is: 23. (7) Reactant: C[Al](C)C.[F:5][C:6]([F:13])([C:9]([F:12])([F:11])[F:10])[CH2:7][NH2:8].C[O:15][C:16](=O)[C:17]1[CH:22]=[CH:21][C:20]([O:23][CH2:24][C:25]2[C:26]([C:32]3[CH:37]=[CH:36][C:35]([F:38])=[CH:34][CH:33]=3)=[N:27][O:28][C:29]=2[CH2:30][OH:31])=[N:19][CH:18]=1. Product: [F:38][C:35]1[CH:36]=[CH:37][C:32]([C:26]2[C:25]([CH2:24][O:23][C:20]3[CH:21]=[CH:22][C:17]([C:16]([NH:8][CH2:7][C:6]([F:13])([F:5])[C:9]([F:12])([F:11])[F:10])=[O:15])=[CH:18][N:19]=3)=[C:29]([CH2:30][OH:31])[O:28][N:27]=2)=[CH:33][CH:34]=1. The catalyst class is: 12.